Dataset: Full USPTO retrosynthesis dataset with 1.9M reactions from patents (1976-2016). Task: Predict the reactants needed to synthesize the given product. (1) Given the product [Br:24][C:25]1[CH:32]=[C:31]([CH:33]([OH:34])[C:6]2[N:2]([CH3:1])[CH:3]=[N:4][CH:5]=2)[CH:30]=[CH:29][C:26]=1[C:27]#[N:28], predict the reactants needed to synthesize it. The reactants are: [CH3:1][N:2]1[CH:6]=[CH:5][N:4]=[C:3]1[Si](CC)(CC)CC.C([Li])(C)(C)C.CCCCC.[Br:24][C:25]1[CH:32]=[C:31]([CH:33]=[O:34])[CH:30]=[CH:29][C:26]=1[C:27]#[N:28].[Cl-].[NH4+]. (2) Given the product [C:39]([N:21]1[CH2:22][CH2:23][N:18]([C:6]2[C:7]([C:9]3[CH:10]=[CH:11][C:12]([CH:15]([CH3:17])[CH3:16])=[CH:13][CH:14]=3)=[N:8][C:3]([O:2][CH3:1])=[CH:4][CH:5]=2)[CH2:19][CH:20]1[C:24]1[CH:25]=[CH:26][C:27]([O:30][CH3:31])=[CH:28][CH:29]=1)(=[O:41])[CH3:40], predict the reactants needed to synthesize it. The reactants are: [CH3:1][O:2][C:3]1[N:8]=[C:7]([C:9]2[CH:14]=[CH:13][C:12]([CH:15]([CH3:17])[CH3:16])=[CH:11][CH:10]=2)[C:6]([N:18]2[CH2:23][CH2:22][NH:21][CH:20]([C:24]3[CH:29]=[CH:28][C:27]([O:30][CH3:31])=[CH:26][CH:25]=3)[CH2:19]2)=[CH:5][CH:4]=1.C(N(CC)CC)C.[C:39](Cl)(=[O:41])[CH3:40]. (3) Given the product [CH2:1]([N:8]1[C:17](=[O:18])[C:16]2[C:11](=[CH:12][CH:13]=[C:14]([C:19]([O:21][CH2:61][C:58]3[CH:59]=[CH:60][N:55]=[CH:56][CH:57]=3)=[O:20])[CH:15]=2)[N:10]([CH3:22])[C:9]1=[O:23])[C:2]1[CH:3]=[CH:4][CH:5]=[CH:6][CH:7]=1, predict the reactants needed to synthesize it. The reactants are: [CH2:1]([N:8]1[C:17](=[O:18])[C:16]2[C:11](=[CH:12][CH:13]=[C:14]([C:19]([OH:21])=[O:20])[CH:15]=2)[N:10]([CH3:22])[C:9]1=[O:23])[C:2]1[CH:7]=[CH:6][CH:5]=[CH:4][CH:3]=1.C1(P(C2C=CC=CC=2)C2C=CC=CC=2)C=CC=CC=1.N(C(OCC)=O)=NC(OCC)=O.[N:55]1[CH:60]=[CH:59][C:58]([CH2:61]O)=[CH:57][CH:56]=1. (4) The reactants are: [NH:1]1[CH:5]=[CH:4][CH:3]=[C:2]1[C:6]1[C:14]2[C:9](=[CH:10][C:11]([CH:15]=[O:16])=[CH:12][CH:13]=2)[NH:8][N:7]=1.C(OC(N1[C:28]2[C:27](=[CH:28][CH:25]=[CH:26][CH:27]=2)[CH:26]=[C:25]1B(O)O)=O)(C)(C)C. Given the product [NH:1]1[C:5]2[C:4](=[CH:25][CH:26]=[CH:27][CH:28]=2)[CH:3]=[C:2]1[C:6]1[C:14]2[C:9](=[CH:10][C:11]([CH:15]=[O:16])=[CH:12][CH:13]=2)[NH:8][N:7]=1, predict the reactants needed to synthesize it. (5) Given the product [C:1]([O:5][C:6](=[O:7])[CH2:8][C@H:9]1[CH2:10][C@@H:11]([CH2:13][OH:14])[CH2:12]1)([CH3:2])([CH3:4])[CH3:3], predict the reactants needed to synthesize it. The reactants are: [C:1]([O:5][C:6]([CH2:8][C@@H:9]1[CH2:12][C@H:11]([C:13](O)=[O:14])[CH2:10]1)=[O:7])([CH3:4])([CH3:3])[CH3:2].B.O1CCCC1.O1CCCC1.Cl. (6) Given the product [NH:26]1[C:27]2[C:23](=[C:22]([NH:21][C:4]3[C:5]4[CH:10]=[CH:9][N:8]([S:11]([C:14]5[CH:20]=[CH:19][C:17]([CH3:18])=[CH:16][CH:15]=5)(=[O:13])=[O:12])[C:6]=4[N:7]=[C:2]([NH:31][C:32]4[CH:33]=[CH:34][C:35]([N:38]5[CH2:39][CH2:40][N:41]([C:44](=[O:46])[CH3:45])[CH2:42][CH2:43]5)=[CH:36][CH:37]=4)[N:3]=3)[CH:30]=[CH:29][CH:28]=2)[CH:24]=[N:25]1, predict the reactants needed to synthesize it. The reactants are: Cl[C:2]1[N:3]=[C:4]([NH:21][C:22]2[CH:30]=[CH:29][CH:28]=[C:27]3[C:23]=2[CH:24]=[N:25][NH:26]3)[C:5]2[CH:10]=[CH:9][N:8]([S:11]([C:14]3[CH:20]=[CH:19][C:17]([CH3:18])=[CH:16][CH:15]=3)(=[O:13])=[O:12])[C:6]=2[N:7]=1.[NH2:31][C:32]1[CH:37]=[CH:36][C:35]([N:38]2[CH2:43][CH2:42][N:41]([C:44](=[O:46])[CH3:45])[CH2:40][CH2:39]2)=[CH:34][CH:33]=1.C[Si](Cl)(C)C. (7) Given the product [CH3:11][Si:10]([C:9]#[C:8][C:5]1[CH:6]=[CH:7][C:2]([C:25]#[C:24][C:21]2[CH:22]=[CH:23][C:18]([CH2:14][CH2:15][CH2:16][CH3:17])=[CH:19][CH:20]=2)=[CH:3][CH:4]=1)([CH3:13])[CH3:12], predict the reactants needed to synthesize it. The reactants are: I[C:2]1[CH:7]=[CH:6][C:5]([C:8]#[C:9][Si:10]([CH3:13])([CH3:12])[CH3:11])=[CH:4][CH:3]=1.[CH2:14]([C:18]1[CH:23]=[CH:22][C:21]([C:24]#[CH:25])=[CH:20][CH:19]=1)[CH2:15][CH2:16][CH3:17].C(N(CC)CC)C.